From a dataset of Full USPTO retrosynthesis dataset with 1.9M reactions from patents (1976-2016). Predict the reactants needed to synthesize the given product. Given the product [F:18][C:15]1[CH:14]=[N:13][C:12]([N:11]2[C:6]3[CH:5]=[C:4]([CH3:19])[N:3]=[CH:2][C:7]=3[N:8]=[N:20]2)=[N:17][CH:16]=1, predict the reactants needed to synthesize it. The reactants are: Cl[C:2]1[C:7]([N+:8]([O-])=O)=[C:6]([NH:11][C:12]2[N:17]=[CH:16][C:15]([F:18])=[CH:14][N:13]=2)[CH:5]=[C:4]([CH3:19])[N:3]=1.[N:20](OCCC(C)C)=O.[H+].[B-](F)(F)(F)F.